From a dataset of Reaction yield outcomes from USPTO patents with 853,638 reactions. Predict the reaction yield, written as a fraction of the theoretical maximum amount of product (1.0 means a 100% yield; for example, 0.34 means a 34% yield). The reactants are C1(P(C2C=CC=CC=2)C2C=CC=CC=2)C=CC=CC=1.[C:20]([OH:23])(=[S:22])[CH3:21].[Cl:24][C:25]1[CH:30]=[C:29]([CH3:31])[C:28]([NH:32][C:33]([C:35]2[N:36]([C:44]3[C:49]([Cl:50])=[CH:48][CH:47]=[CH:46][N:45]=3)[N:37]=[C:38]([C:40]([F:43])([F:42])[F:41])[CH:39]=2)=[O:34])=[C:27]([C:51](=[O:57])[NH:52][CH2:53][CH:54](O)[CH3:55])[CH:26]=1. The catalyst is C1COCC1. The product is [Cl:24][C:25]1[CH:30]=[C:29]([CH3:31])[C:28]([NH:32][C:33]([C:35]2[N:36]([C:44]3[C:49]([Cl:50])=[CH:48][CH:47]=[CH:46][N:45]=3)[N:37]=[C:38]([C:40]([F:41])([F:43])[F:42])[CH:39]=2)=[O:34])=[C:27]([CH:26]=1)[C:51]([NH:52][CH2:53][CH:54]([S:22][C:20](=[O:23])[CH3:21])[CH3:55])=[O:57]. The yield is 0.880.